Predict the product of the given reaction. From a dataset of Forward reaction prediction with 1.9M reactions from USPTO patents (1976-2016). (1) Given the reactants [F:1][C:2]1[CH:3]=[C:4]([C:12]2[C:13]3[CH2:20][CH2:19][CH:18]([CH2:21][C:22]([NH:24][CH3:25])=[O:23])[C:14]=3[CH:15]=[N:16][CH:17]=2)[CH:5]=[CH:6][C:7]=1[C:8]([F:11])([F:10])[F:9].N1C[CH2:30][CH2:29][CH2:28][CH2:27]1, predict the reaction product. The product is: [F:1][C:2]1[CH:3]=[C:4]([C:12]2[C:13]3[CH2:20][CH2:19][CH:18]([CH2:21][C:22]([N:24]4[CH2:30][CH2:29][CH2:28][CH2:27][CH2:25]4)=[O:23])[C:14]=3[CH:15]=[N:16][CH:17]=2)[CH:5]=[CH:6][C:7]=1[C:8]([F:11])([F:9])[F:10]. (2) Given the reactants [Cl:1][C:2]1[CH:11]=[CH:10][C:9]([NH:12][C:13]([C:15]2[N:19]([CH3:20])[N:18]=[C:17]([C:21]([F:27])([F:26])[C:22]([F:25])([F:24])[F:23])[C:16]=2[C:28]([F:31])([F:30])[F:29])=[O:14])=[CH:8][C:3]=1[C:4]([O:6]C)=[O:5].CN1C(C(N(C(C2N(C)N=C(C(F)(F)C(F)(F)F)C=2C(F)(F)F)=O)C2C=CC(Cl)=C(C=2)C(OC)=O)=O)=C(C(F)(F)F)C(C(F)(F)C(F)(F)F)=N1, predict the reaction product. The product is: [Cl:1][C:2]1[CH:11]=[CH:10][C:9]([NH:12][C:13]([C:15]2[N:19]([CH3:20])[N:18]=[C:17]([C:21]([F:26])([F:27])[C:22]([F:25])([F:24])[F:23])[C:16]=2[C:28]([F:31])([F:29])[F:30])=[O:14])=[CH:8][C:3]=1[C:4]([OH:6])=[O:5]. (3) Given the reactants Cl.[Cl:2][CH2:3][C:4]1[N:5]=[C:6]([NH2:9])[S:7][CH:8]=1.[Cl:10][C:11]1[CH:12]=[C:13]([CH:18]=[CH:19][C:20]=1[Cl:21])[CH2:14][N:15]=[C:16]=[O:17].CCN(C(C)C)C(C)C, predict the reaction product. The product is: [Cl:10][C:11]1[CH:12]=[C:13]([CH:18]=[CH:19][C:20]=1[Cl:21])[CH2:14][NH:15][C:16]([NH:9][C:6]1[S:7][CH:8]=[C:4]([CH2:3][Cl:2])[N:5]=1)=[O:17]. (4) Given the reactants [NH:1]1[CH:5]=[C:4]([C:6]2[C:7]([C:12]3[CH:17]=[CH:16][C:15]([F:18])=[CH:14][CH:13]=3)=[N:8][O:9][C:10]=2[CH3:11])[N:3]=[CH:2]1.[C:19]([C:21]1[CH:22]=[C:23](B(O)O)[CH:24]=[CH:25][CH:26]=1)#[N:20], predict the reaction product. The product is: [F:18][C:15]1[CH:16]=[CH:17][C:12]([C:7]2[C:6]([C:4]3[N:3]=[CH:2][N:1]([C:25]4[CH:26]=[C:21]([CH:22]=[CH:23][CH:24]=4)[C:19]#[N:20])[CH:5]=3)=[C:10]([CH3:11])[O:9][N:8]=2)=[CH:13][CH:14]=1. (5) Given the reactants C([O:3][C:4]([C:6]1[N:7]=[C:8]([C:11]2[CH:12]=[N:13][CH:14]=[CH:15][CH:16]=2)[S:9][CH:10]=1)=O)C.CC(C[AlH]CC(C)C)C.CO.C(C(C(C([O-])=O)O)O)([O-])=O.[K+].[Na+], predict the reaction product. The product is: [N:13]1[CH:14]=[CH:15][CH:16]=[C:11]([C:8]2[S:9][CH:10]=[C:6]([CH:4]=[O:3])[N:7]=2)[CH:12]=1.